Dataset: Peptide-MHC class I binding affinity with 185,985 pairs from IEDB/IMGT. Task: Regression. Given a peptide amino acid sequence and an MHC pseudo amino acid sequence, predict their binding affinity value. This is MHC class I binding data. (1) The peptide sequence is EAYCALLCK. The MHC is HLA-A26:01 with pseudo-sequence HLA-A26:01. The binding affinity (normalized) is 0.0847. (2) The binding affinity (normalized) is 0.451. The peptide sequence is IVDCLTEMYY. The MHC is HLA-B53:01 with pseudo-sequence HLA-B53:01. (3) The peptide sequence is VGFPTHRHI. The MHC is HLA-A24:02 with pseudo-sequence HLA-A24:02. The binding affinity (normalized) is 0.0604. (4) The peptide sequence is TYQRTRALV. The MHC is H-2-Kd with pseudo-sequence H-2-Kd. The binding affinity (normalized) is 0.682.